From a dataset of Retrosynthesis with 50K atom-mapped reactions and 10 reaction types from USPTO. Predict the reactants needed to synthesize the given product. (1) Given the product CNC(=O)[C@H](CC(C)C)NC(=O)c1ccc(C2CC2)c(OCC2CCCO2)n1, predict the reactants needed to synthesize it. The reactants are: CNC(=O)[C@@H](N)CC(C)C.O=C(O)c1ccc(C2CC2)c(OCC2CCCO2)n1. (2) Given the product O=C(c1ccc(-n2ccc(C(F)(F)F)n2)cc1Cl)N1Cc2cccn2Cc2ccccc21, predict the reactants needed to synthesize it. The reactants are: FC(F)(F)c1cc[nH]n1.O=C(c1ccc(F)cc1Cl)N1Cc2cccn2Cc2ccccc21. (3) Given the product Fc1ccc(-c2scc(Br)c2-c2ccncc2)cc1, predict the reactants needed to synthesize it. The reactants are: Fc1ccc(-c2sc(Br)c(Br)c2-c2ccncc2)cc1. (4) Given the product Cc1cc(C[C@@H](OC(=O)N2CCC(n3nc(-c4ccccc4)[nH]c3=O)CC2)C(=O)N2CCC(N3CCN(CC(=O)O)CC3)CC2)cc(C)c1O, predict the reactants needed to synthesize it. The reactants are: CCOC(=O)CN1CCN(C2CCN(C(=O)[C@@H](Cc3cc(C)c(O)c(C)c3)OC(=O)N3CCC(n4nc(-c5ccccc5)[nH]c4=O)CC3)CC2)CC1. (5) The reactants are: C#CCN(Cc1ccccc1N=[N+]=[N-])C(=O)OC(C)(C)C. Given the product CC(C)(C)OC(=O)N1Cc2ccccc2-n2nncc2C1, predict the reactants needed to synthesize it. (6) Given the product Cc1c(Br)cccc1CNc1ncc([N+](=O)[O-])c(NCC2CCN(C(=O)OC(C)(C)C)CC2)n1, predict the reactants needed to synthesize it. The reactants are: CC(C)(C)OC(=O)N1CCC(CNc2nc(Cl)ncc2[N+](=O)[O-])CC1.Cc1c(Br)cccc1CN.